From a dataset of Full USPTO retrosynthesis dataset with 1.9M reactions from patents (1976-2016). Predict the reactants needed to synthesize the given product. (1) Given the product [NH2:13][C:7]1[C:5]2[N:6]=[C:2]([CH3:1])[O:3][C:4]=2[C:10]([C:11]#[N:12])=[CH:9][CH:8]=1, predict the reactants needed to synthesize it. The reactants are: [CH3:1][C:2]1[O:3][C:4]2[C:10]([C:11]#[N:12])=[CH:9][CH:8]=[C:7]([N+:13]([O-])=O)[C:5]=2[N:6]=1.CC(O)=O. (2) Given the product [CH2:1]([NH:8][C@@H:9]([CH2:14][O:15][Si:23]([C:26]([CH3:29])([CH3:28])[CH3:27])([C:25]1[CH:22]=[CH:21][CH:14]=[CH:9][CH:10]=1)[C:24]1[CH:6]=[CH:7][CH:2]=[CH:3][CH:4]=1)[C:10]([O:12][CH3:13])=[O:11])[C:2]1[CH:7]=[CH:6][CH:5]=[CH:4][CH:3]=1, predict the reactants needed to synthesize it. The reactants are: [CH2:1]([NH:8][C@@H:9]([CH2:14][OH:15])[C:10]([O:12][CH3:13])=[O:11])[C:2]1[CH:7]=[CH:6][CH:5]=[CH:4][CH:3]=1.CCN([CH2:21][CH3:22])CC.[Si:23](Cl)([C:26]([CH3:29])([CH3:28])[CH3:27])([CH3:25])[CH3:24].O. (3) Given the product [C:17]([O:16][C:14](=[O:15])[CH2:13][O:11][C:4]1[CH:5]=[CH:6][C:7]([N+:8]([O-:10])=[O:9])=[C:2]([F:1])[CH:3]=1)([CH3:20])([CH3:19])[CH3:18], predict the reactants needed to synthesize it. The reactants are: [F:1][C:2]1[CH:3]=[C:4]([OH:11])[CH:5]=[CH:6][C:7]=1[N+:8]([O-:10])=[O:9].Br[CH2:13][C:14]([O:16][C:17]([CH3:20])([CH3:19])[CH3:18])=[O:15].C(=O)([O-])[O-].[K+].[K+]. (4) Given the product [C:27]([O:26][C:24]([N:20]1[CH2:21][CH2:22][CH2:23][N:17]([C:15]([C:11]2[CH:12]=[C:13]3[C:8](=[CH:9][CH:10]=2)[N:7]([CH:31]([CH3:32])[CH3:33])[C:6]([C:4]([OH:5])=[O:3])=[CH:14]3)=[O:16])[CH2:18][CH2:19]1)=[O:25])([CH3:28])([CH3:30])[CH3:29], predict the reactants needed to synthesize it. The reactants are: C([O:3][C:4]([C:6]1[N:7]([CH:31]([CH3:33])[CH3:32])[C:8]2[C:13]([CH:14]=1)=[CH:12][C:11]([C:15]([N:17]1[CH2:23][CH2:22][CH2:21][N:20]([C:24]([O:26][C:27]([CH3:30])([CH3:29])[CH3:28])=[O:25])[CH2:19][CH2:18]1)=[O:16])=[CH:10][CH:9]=2)=[O:5])C.O.[OH-].[Li+]. (5) Given the product [CH3:9][N:8]([CH3:10])[C:7]1[C:2]([C:12]#[C:11][C:13]2[CH:18]=[CH:17][N:16]=[CH:15][CH:14]=2)=[N:3][CH:4]=[CH:5][CH:6]=1, predict the reactants needed to synthesize it. The reactants are: Br[C:2]1[C:7]([N:8]([CH3:10])[CH3:9])=[CH:6][CH:5]=[CH:4][N:3]=1.[C:11]([C:13]1[CH:18]=[CH:17][N:16]=[CH:15][CH:14]=1)#[CH:12].C(N(CC)CC)C.[Cl-].[NH4+]. (6) Given the product [CH2:14]([O:13][C:12]1[C:11](=[O:21])[N:10]=[C:9]([CH2:22][C:23]2[CH:28]=[CH:27][CH:26]=[CH:25][C:24]=2[C:29]2[CH:34]=[CH:33][CH:32]=[CH:31][C:30]=2[Cl:35])[N:8]2[CH2:2][CH2:3][N:4]([CH3:36])[C:5](=[O:6])[C:7]=12)[C:15]1[CH:20]=[CH:19][CH:18]=[CH:17][CH:16]=1, predict the reactants needed to synthesize it. The reactants are: O[CH2:2][CH2:3][N:4]([CH3:36])[C:5]([C:7]1[C:12]([O:13][CH2:14][C:15]2[CH:20]=[CH:19][CH:18]=[CH:17][CH:16]=2)=[C:11]([OH:21])[N:10]=[C:9]([CH2:22][C:23]2[CH:28]=[CH:27][CH:26]=[CH:25][C:24]=2[C:29]2[CH:34]=[CH:33][CH:32]=[CH:31][C:30]=2[Cl:35])[N:8]=1)=[O:6].C(OC1C(=O)N=C(CC2C=CC=CC=2C2C=CC=CC=2)N2CCN(C)C(=O)C=12)C1C=CC=CC=1. (7) Given the product [Cl:23][C:20]1[CH:21]=[CH:22][C:14]2[O:13][C:12]([S:9]([C:6]3[CH:7]=[CH:8][C:3](=[O:2])[NH:4][N:5]=3)(=[O:11])=[O:10])=[C:16]([CH2:17][CH3:18])[C:15]=2[CH:19]=1, predict the reactants needed to synthesize it. The reactants are: C[O:2][C:3]1[N:4]=[N:5][C:6]([S:9]([C:12]2[O:13][C:14]3[CH:22]=[CH:21][C:20]([Cl:23])=[CH:19][C:15]=3[C:16]=2[CH2:17][CH3:18])(=[O:11])=[O:10])=[CH:7][CH:8]=1.Cl.